Dataset: NCI-60 drug combinations with 297,098 pairs across 59 cell lines. Task: Regression. Given two drug SMILES strings and cell line genomic features, predict the synergy score measuring deviation from expected non-interaction effect. (1) Drug 1: CN(C)C1=NC(=NC(=N1)N(C)C)N(C)C. Drug 2: C1=NC2=C(N=C(N=C2N1C3C(C(C(O3)CO)O)F)Cl)N. Cell line: ACHN. Synergy scores: CSS=22.8, Synergy_ZIP=3.48, Synergy_Bliss=0.459, Synergy_Loewe=-48.9, Synergy_HSA=-2.37. (2) Drug 1: COC1=C(C=C2C(=C1)N=CN=C2NC3=CC(=C(C=C3)F)Cl)OCCCN4CCOCC4. Drug 2: CC1CCC2CC(C(=CC=CC=CC(CC(C(=O)C(C(C(=CC(C(=O)CC(OC(=O)C3CCCCN3C(=O)C(=O)C1(O2)O)C(C)CC4CCC(C(C4)OC)O)C)C)O)OC)C)C)C)OC. Cell line: MDA-MB-231. Synergy scores: CSS=27.9, Synergy_ZIP=-9.14, Synergy_Bliss=-4.71, Synergy_Loewe=-0.481, Synergy_HSA=0.714. (3) Drug 1: C1=CN(C(=O)N=C1N)C2C(C(C(O2)CO)O)O.Cl. Drug 2: COC1=NC(=NC2=C1N=CN2C3C(C(C(O3)CO)O)O)N. Cell line: SNB-19. Synergy scores: CSS=24.3, Synergy_ZIP=-0.586, Synergy_Bliss=-2.95, Synergy_Loewe=-28.6, Synergy_HSA=-3.81. (4) Drug 1: C1=NNC2=C1C(=O)NC=N2. Drug 2: CC(C)NC(=O)C1=CC=C(C=C1)CNNC.Cl. Cell line: OVCAR-4. Synergy scores: CSS=0.606, Synergy_ZIP=0.460, Synergy_Bliss=5.54, Synergy_Loewe=2.92, Synergy_HSA=2.91. (5) Drug 1: C1CCC(C1)C(CC#N)N2C=C(C=N2)C3=C4C=CNC4=NC=N3. Drug 2: CC1C(C(CC(O1)OC2CC(CC3=C2C(=C4C(=C3O)C(=O)C5=C(C4=O)C(=CC=C5)OC)O)(C(=O)C)O)N)O.Cl. Cell line: NCI-H226. Synergy scores: CSS=18.5, Synergy_ZIP=-6.34, Synergy_Bliss=0.0397, Synergy_Loewe=-8.35, Synergy_HSA=0.0765. (6) Drug 1: COC1=CC(=CC(=C1O)OC)C2C3C(COC3=O)C(C4=CC5=C(C=C24)OCO5)OC6C(C(C7C(O6)COC(O7)C8=CC=CS8)O)O. Drug 2: C1CN1P(=S)(N2CC2)N3CC3. Cell line: SK-MEL-2. Synergy scores: CSS=48.8, Synergy_ZIP=-2.16, Synergy_Bliss=-1.81, Synergy_Loewe=-27.4, Synergy_HSA=-0.673.